Dataset: Reaction yield outcomes from USPTO patents with 853,638 reactions. Task: Predict the reaction yield, written as a fraction of the theoretical maximum amount of product (1.0 means a 100% yield; for example, 0.34 means a 34% yield). (1) The reactants are [CH2:1]([O:3][C:4]([C:6]1[C:11]([CH3:12])=[CH:10][C:9](=[O:13])[N:8]([NH2:14])[C:7]=1[CH3:15])=[O:5])[CH3:2].[CH:16](=O)[CH2:17][CH3:18].C(O)(=O)C.CO.C([BH3-])#N.[Na+]. No catalyst specified. The product is [CH2:1]([O:3][C:4]([C:6]1[C:11]([CH3:12])=[CH:10][C:9](=[O:13])[N:8]([NH:14][CH2:16][CH2:17][CH3:18])[C:7]=1[CH3:15])=[O:5])[CH3:2]. The yield is 0.330. (2) The reactants are [CH2:1]([C:5]1[N:6]=[C:7]([SH:27])[NH:8][C:9](=[O:26])[C:10]=1[CH2:11][C:12]1[CH:17]=[CH:16][C:15]([C:18]2[C:19]([C:24]#[N:25])=[CH:20][CH:21]=[CH:22][CH:23]=2)=[CH:14][CH:13]=1)[CH2:2][CH2:3][CH3:4].I[CH3:29].[OH-].[K+]. The catalyst is CO. The product is [CH2:1]([C:5]1[N:6]=[C:7]([S:27][CH3:29])[NH:8][C:9](=[O:26])[C:10]=1[CH2:11][C:12]1[CH:17]=[CH:16][C:15]([C:18]2[C:19]([C:24]#[N:25])=[CH:20][CH:21]=[CH:22][CH:23]=2)=[CH:14][CH:13]=1)[CH2:2][CH2:3][CH3:4]. The yield is 0.830. (3) The reactants are C(C1C=C(NC(=O)CCCC2C=CC([B:25]([OH:27])[OH:26])=CC=2)C=CC=1S(CC)(=O)=O)#N.[CH2:29]([O:36][C:37]([NH:39][C@H:40]([C:42]1[CH:43]=[C:44]([NH:48][C:49]([O:51][CH2:52][CH2:53][C:54]2[CH:59]=[CH:58][C:57](Br)=[CH:56][C:55]=2[CH3:61])=[O:50])[CH:45]=[CH:46][CH:47]=1)[CH3:41])=[O:38])[C:30]1[CH:35]=[CH:34][CH:33]=[CH:32][CH:31]=1. No catalyst specified. The product is [CH2:29]([O:36][C:37]([NH:39][C@H:40]([C:42]1[CH:43]=[C:44]([NH:48][C:49]([O:51][CH2:52][CH2:53][C:54]2[CH:59]=[CH:58][C:57]([B:25]([OH:27])[OH:26])=[CH:56][C:55]=2[CH3:61])=[O:50])[CH:45]=[CH:46][CH:47]=1)[CH3:41])=[O:38])[C:30]1[CH:35]=[CH:34][CH:33]=[CH:32][CH:31]=1. The yield is 0.220. (4) The reactants are [F:1][C:2]1[C:3]([CH:11]=[O:12])=[CH:4][C:5]2[O:9][CH2:8][O:7][C:6]=2[CH:10]=1.[BH4-].[Na+]. The catalyst is CO.CCOC(C)=O. The product is [F:1][C:2]1[C:3]([CH2:11][OH:12])=[CH:4][C:5]2[O:9][CH2:8][O:7][C:6]=2[CH:10]=1. The yield is 0.920. (5) The reactants are [O:1]([CH3:3])[Na].[Cl:4][C:5]1[CH:10]=[C:9](F)[C:8]([F:12])=[CH:7][C:6]=1[N+:13]([O-:15])=[O:14]. The catalyst is CO. The product is [Cl:4][C:5]1[CH:10]=[C:9]([O:1][CH3:3])[C:8]([F:12])=[CH:7][C:6]=1[N+:13]([O-:15])=[O:14]. The yield is 0.880. (6) The reactants are [Br:1][C:2]1[CH:3]=[C:4]([C:16]([CH3:19])([CH3:18])[CH3:17])[C:5]([O:14][CH3:15])=[C:6]([N:8]2[CH2:13][CH2:12][NH:11][CH2:10][CH2:9]2)[CH:7]=1.C(=O)([O-])[O-].[K+].[K+].Br[CH2:27][C:28]([O:30][CH2:31][CH3:32])=[O:29]. The catalyst is CN(C)C=O.C(OCC)(=O)C. The product is [Br:1][C:2]1[CH:3]=[C:4]([C:16]([CH3:19])([CH3:18])[CH3:17])[C:5]([O:14][CH3:15])=[C:6]([N:8]2[CH2:9][CH2:10][N:11]([CH2:27][C:28]([O:30][CH2:31][CH3:32])=[O:29])[CH2:12][CH2:13]2)[CH:7]=1. The yield is 0.750. (7) The reactants are [CH2:1]([O:8][C:9]1[C:14]([C:15]([O:17][CH2:18][C:19]2[CH:24]=[CH:23][CH:22]=[CH:21][CH:20]=2)=[O:16])=[C:13]([O:25][CH2:26][C:27]2[CH:32]=[CH:31][CH:30]=[CH:29][CH:28]=2)[N:12]=[C:11]([C:33]2[CH:34]=[C:35]3[C:39](=[CH:40][CH:41]=2)[N:38]([C:42]([O:44][C:45]([CH3:48])([CH3:47])[CH3:46])=[O:43])[C:37](B(O)O)=[CH:36]3)[C:10]=1[CH2:52][CH3:53])[C:2]1[CH:7]=[CH:6][CH:5]=[CH:4][CH:3]=1.[C:54]([C:56]1[CH:61]=[CH:60][C:59](I)=[CH:58][CH:57]=1)#[N:55].C([O-])([O-])=O.[Na+].[Na+].COCCOC. The catalyst is O. The product is [CH2:1]([O:8][C:9]1[C:14]([C:15]([O:17][CH2:18][C:19]2[CH:24]=[CH:23][CH:22]=[CH:21][CH:20]=2)=[O:16])=[C:13]([O:25][CH2:26][C:27]2[CH:32]=[CH:31][CH:30]=[CH:29][CH:28]=2)[N:12]=[C:11]([C:33]2[CH:34]=[C:35]3[C:39](=[CH:40][CH:41]=2)[N:38]([C:42]([O:44][C:45]([CH3:48])([CH3:47])[CH3:46])=[O:43])[C:37]([C:59]2[CH:60]=[CH:61][C:56]([C:54]#[N:55])=[CH:57][CH:58]=2)=[CH:36]3)[C:10]=1[CH2:52][CH3:53])[C:2]1[CH:7]=[CH:6][CH:5]=[CH:4][CH:3]=1. The yield is 0.550.